From a dataset of Peptide-MHC class II binding affinity with 134,281 pairs from IEDB. Regression. Given a peptide amino acid sequence and an MHC pseudo amino acid sequence, predict their binding affinity value. This is MHC class II binding data. (1) The peptide sequence is LDSWWTSLNFLGGSP. The MHC is DRB1_0101 with pseudo-sequence DRB1_0101. The binding affinity (normalized) is 0. (2) The peptide sequence is SYLIRALTLNTMTKD. The MHC is DRB5_0101 with pseudo-sequence DRB5_0101. The binding affinity (normalized) is 0.450. (3) The binding affinity (normalized) is 0.549. The peptide sequence is HHFHELQLKDGRRIV. The MHC is DRB1_0701 with pseudo-sequence DRB1_0701. (4) The peptide sequence is GINTIPIAINEAEYV. The MHC is DRB1_0405 with pseudo-sequence DRB1_0405. The binding affinity (normalized) is 0.428. (5) The peptide sequence is EAATAGTTVYGAFAA. The MHC is HLA-DQA10102-DQB10602 with pseudo-sequence HLA-DQA10102-DQB10602. The binding affinity (normalized) is 0.842. (6) The peptide sequence is WIEQEGPAYW. The MHC is HLA-DQA10501-DQB10201 with pseudo-sequence HLA-DQA10501-DQB10201. The binding affinity (normalized) is 0.414.